Dataset: Forward reaction prediction with 1.9M reactions from USPTO patents (1976-2016). Task: Predict the product of the given reaction. (1) The product is: [Br:17][C:14]1[CH:13]=[CH:12][C:11]([N:7]2[C:6]([C:18]([NH:20][CH3:21])=[O:19])=[C:5]3[C:9]([CH:10]=[C:2]([NH:1][S:27]([CH:26]([F:31])[F:25])(=[O:29])=[O:28])[C:3]([CH:22]4[CH2:24][CH2:23]4)=[CH:4]3)=[N:8]2)=[CH:16][CH:15]=1. Given the reactants [NH2:1][C:2]1[C:3]([CH:22]2[CH2:24][CH2:23]2)=[CH:4][C:5]2[C:9]([CH:10]=1)=[N:8][N:7]([C:11]1[CH:16]=[CH:15][C:14]([Br:17])=[CH:13][CH:12]=1)[C:6]=2[C:18]([NH:20][CH3:21])=[O:19].[F:25][CH:26]([F:31])[S:27](Cl)(=[O:29])=[O:28], predict the reaction product. (2) Given the reactants [Li+].[CH3:2][CH:3]([N-]C(C)C)[CH3:4].[CH3:9][O:10][C:11](=[O:33])[CH2:12][C:13]1[CH:14]=[C:15]([C:26]2[CH:31]=[CH:30][C:29]([Cl:32])=[CH:28][CH:27]=2)[CH:16]=[C:17]([C:19]2[CH:24]=[CH:23][C:22]([Cl:25])=[CH:21][CH:20]=2)[CH:18]=1.ICCC.[Cl-].[NH4+], predict the reaction product. The product is: [CH3:9][O:10][C:11](=[O:33])[CH:12]([C:13]1[CH:14]=[C:15]([C:26]2[CH:31]=[CH:30][C:29]([Cl:32])=[CH:28][CH:27]=2)[CH:16]=[C:17]([C:19]2[CH:20]=[CH:21][C:22]([Cl:25])=[CH:23][CH:24]=2)[CH:18]=1)[CH2:2][CH2:3][CH3:4]. (3) Given the reactants [F:1][C:2]1[CH:7]=[CH:6][C:5]([OH:8])=[CH:4][C:3]=1[CH3:9].Cl[C:11]1[CH:12]=[CH:13][C:14]([N+:26]([O-:28])=[O:27])=[C:15]([CH2:17][NH:18][C:19](=[O:25])[O:20][C:21]([CH3:24])([CH3:23])[CH3:22])[CH:16]=1.[H-].[Na+], predict the reaction product. The product is: [F:1][C:2]1[CH:7]=[CH:6][C:5]([O:8][C:11]2[CH:12]=[CH:13][C:14]([N+:26]([O-:28])=[O:27])=[C:15]([CH2:17][NH:18][C:19](=[O:25])[O:20][C:21]([CH3:24])([CH3:22])[CH3:23])[CH:16]=2)=[CH:4][C:3]=1[CH3:9]. (4) Given the reactants [NH2:1][C:2]1[C:45]([C:46]([F:49])([F:48])[F:47])=[CH:44][C:5]([CH2:6][C@@H:7]([CH2:23][C:24]([N:26]2[CH2:31][CH2:30][CH:29]([N:32]3[CH2:38][CH2:37][C:36]4[CH:39]=[CH:40][CH:41]=[CH:42][C:35]=4[NH:34][C:33]3=[O:43])[CH2:28][CH2:27]2)=[O:25])[C:8]([N:10]2[CH2:15][CH2:14][CH:13]([N:16]3[CH2:21][CH2:20][N:19]([CH3:22])[CH2:18][CH2:17]3)[CH2:12][CH2:11]2)=[O:9])=[CH:4][C:3]=1Br, predict the reaction product. The product is: [NH2:1][C:2]1[CH:3]=[CH:4][C:5]([CH2:6][C@@H:7]([CH2:23][C:24]([N:26]2[CH2:27][CH2:28][CH:29]([N:32]3[CH2:38][CH2:37][C:36]4[CH:39]=[CH:40][CH:41]=[CH:42][C:35]=4[NH:34][C:33]3=[O:43])[CH2:30][CH2:31]2)=[O:25])[C:8]([N:10]2[CH2:15][CH2:14][CH:13]([N:16]3[CH2:17][CH2:18][N:19]([CH3:22])[CH2:20][CH2:21]3)[CH2:12][CH2:11]2)=[O:9])=[CH:44][C:45]=1[C:46]([F:49])([F:48])[F:47]. (5) Given the reactants [CH3:1][C@H:2]1[CH2:7][NH:6][CH2:5][C@@H:4]([CH3:8])[NH:3]1.Cl[C:10]1[CH:19]=[CH:18][C:17]2[C:12](=[CH:13][CH:14]=[CH:15][CH:16]=2)[N:11]=1, predict the reaction product. The product is: [CH3:8][C@H:4]1[NH:3][C@@H:2]([CH3:1])[CH2:7][N:6]([C:10]2[CH:19]=[CH:18][C:17]3[C:12](=[CH:13][CH:14]=[CH:15][CH:16]=3)[N:11]=2)[CH2:5]1.